Dataset: Catalyst prediction with 721,799 reactions and 888 catalyst types from USPTO. Task: Predict which catalyst facilitates the given reaction. (1) Reactant: [Br:1][C:2]1[CH:17]=[CH:16][C:5]2[N:6]=[C:7]([C:9]3[CH:10]=[C:11]([CH:13]=[CH:14][CH:15]=3)[NH2:12])[O:8][C:4]=2[CH:3]=1.[CH2:18]([N:20]=[C:21]=[O:22])[CH3:19].O. Product: [Br:1][C:2]1[CH:17]=[CH:16][C:5]2[N:6]=[C:7]([C:9]3[CH:10]=[C:11]([NH:12][C:21]([NH:20][CH2:18][CH3:19])=[O:22])[CH:13]=[CH:14][CH:15]=3)[O:8][C:4]=2[CH:3]=1. The catalyst class is: 17. (2) Reactant: Br.[N:2]1[CH:7]=[CH:6][CH:5]=[C:4]([O:8][C:9]2[CH:14]=[CH:13][C:12]([C:15]3[O:19][C:18]([NH2:20])=[N:17][N:16]=3)=[CH:11][CH:10]=2)[CH:3]=1.[F:21][C:22]1[CH:30]=[CH:29][C:25]([C:26](Cl)=[O:27])=[CH:24][C:23]=1[C:31]([F:34])([F:33])[F:32]. Product: [F:21][C:22]1[CH:30]=[CH:29][C:25]([C:26]([NH:20][C:18]2[O:19][C:15]([C:12]3[CH:11]=[CH:10][C:9]([O:8][C:4]4[CH:3]=[N:2][CH:7]=[CH:6][CH:5]=4)=[CH:14][CH:13]=3)=[N:16][N:17]=2)=[O:27])=[CH:24][C:23]=1[C:31]([F:32])([F:33])[F:34]. The catalyst class is: 858.